From a dataset of Full USPTO retrosynthesis dataset with 1.9M reactions from patents (1976-2016). Predict the reactants needed to synthesize the given product. (1) Given the product [CH3:19][C:20]1[O:24][N:23]=[C:22]([NH:25][CH:8]=[C:9]2[C:17]3[C:12](=[CH:13][CH:14]=[CH:15][CH:16]=3)[NH:11][C:10]2=[O:18])[CH:21]=1, predict the reactants needed to synthesize it. The reactants are: NC1C=CNN=1.O/[CH:8]=[C:9]1\[C:10](=[O:18])[NH:11][C:12]2[C:17]\1=[CH:16][CH:15]=[CH:14][CH:13]=2.[CH3:19][C:20]1[O:24][N:23]=[C:22]([NH2:25])[CH:21]=1. (2) The reactants are: C([O:8][C:9]1[C:14]2[N:15]([CH2:19][C:20]3[CH:29]=[CH:28][C:27]4[C:22](=[CH:23][CH:24]=[CH:25][CH:26]=4)[CH:21]=3)[C:16]([CH3:18])=[N:17][C:13]=2[CH:12]=[CH:11][CH:10]=1)C1C=CC=CC=1. Given the product [CH3:18][CH:16]1[NH:17][C:13]2[CH:12]=[CH:11][CH:10]=[C:9]([OH:8])[C:14]=2[N:15]1[CH2:19][C:20]1[CH:29]=[CH:28][C:27]2[C:22](=[CH:23][CH:24]=[CH:25][CH:26]=2)[CH:21]=1, predict the reactants needed to synthesize it. (3) Given the product [F:27][C:26]([F:29])([F:28])[C:24]([N:10]1[CH2:11][CH2:12][C:6]2[CH:5]=[C:4]([N+:1]([O-:3])=[O:2])[CH:14]=[CH:13][C:7]=2[CH2:8][CH2:9]1)=[O:25], predict the reactants needed to synthesize it. The reactants are: [N+:1]([C:4]1[CH:14]=[CH:13][C:7]2[CH2:8][CH2:9][NH:10][CH2:11][CH2:12][C:6]=2[CH:5]=1)([O-:3])=[O:2].CCN(C(C)C)C(C)C.[C:24](O[C:24]([C:26]([F:29])([F:28])[F:27])=[O:25])([C:26]([F:29])([F:28])[F:27])=[O:25]. (4) Given the product [ClH:33].[NH2:1][C:2]1[N:7]=[CH:6][C:5]([C:8]([O:10][CH3:11])=[O:9])=[CH:4][C:3]=1[O:12][C@@H:13]1[C:17]([F:19])([F:18])[CH2:16][NH:15][CH2:14]1, predict the reactants needed to synthesize it. The reactants are: [NH2:1][C:2]1[N:7]=[CH:6][C:5]([C:8]([O:10][CH3:11])=[O:9])=[CH:4][C:3]=1[O:12][C@@H:13]1[C:17]([F:19])([F:18])[CH2:16][N:15](C(OC(C)(C)C)=O)[CH2:14]1.O1CCOCC1.[ClH:33]. (5) Given the product [CH2:42]([C@H:24]([NH:23][C:12]([C:7]1[C:6]2[CH2:5][CH2:4][N:3]([CH:15]([CH2:16][CH2:17][CH3:18])[CH2:19][CH2:20][CH3:21])[C:2](=[O:1])[C:11]=2[CH:10]=[CH:9][CH:8]=1)=[O:13])[C@H:25]([OH:41])[CH2:26][NH:27][C:28]1([C:31]2[CH:36]=[CH:35][CH:34]=[C:33]([C:37]([F:38])([F:39])[F:40])[CH:32]=2)[CH2:29][CH2:30]1)[C:43]1[CH:48]=[CH:47][CH:46]=[CH:45][CH:44]=1, predict the reactants needed to synthesize it. The reactants are: [O:1]=[C:2]1[C:11]2[CH:10]=[CH:9][CH:8]=[C:7]([C:12](O)=[O:13])[C:6]=2[CH2:5][CH2:4][N:3]1[CH:15]([CH2:19][CH2:20][CH3:21])[CH2:16][CH2:17][CH3:18].Cl.[NH2:23][C@@H:24]([CH2:42][C:43]1[CH:48]=[CH:47][CH:46]=[CH:45][CH:44]=1)[C@H:25]([OH:41])[CH2:26][NH:27][C:28]1([C:31]2[CH:36]=[CH:35][CH:34]=[C:33]([C:37]([F:40])([F:39])[F:38])[CH:32]=2)[CH2:30][CH2:29]1.OC1C2N=NNC=2C=CC=1.Cl.CN(C)CCCN=C=NCC.C(N(CC)C(C)C)(C)C. (6) Given the product [N:11]1([C:2]2[CH:3]=[C:4]([C@@H:8]([NH2:10])[CH3:9])[CH:5]=[CH:6][CH:7]=2)[CH:15]=[CH:14][CH:13]=[N:12]1, predict the reactants needed to synthesize it. The reactants are: Br[C:2]1[CH:3]=[C:4]([C@@H:8]([NH2:10])[CH3:9])[CH:5]=[CH:6][CH:7]=1.[NH:11]1[CH:15]=[CH:14][CH:13]=[N:12]1.C(=O)([O-])[O-].[K+].[K+].